Task: Predict the reactants needed to synthesize the given product.. Dataset: Full USPTO retrosynthesis dataset with 1.9M reactions from patents (1976-2016) (1) Given the product [CH:13]1([C:10]2[C:11]3[S:12][C:5]([C:3]([OH:4])=[O:2])=[CH:6][C:7]=3[N:8]([CH2:39][C:40]([N:42]3[CH2:47][CH2:46][O:45][CH2:44][CH2:43]3)=[O:41])[C:9]=2[C:19]2[CH:20]=[C:21]3[C:26](=[CH:27][CH:28]=2)[N:25]=[C:24]([C:29]2[S:33][C:32]([CH3:34])=[N:31][C:30]=2[CH3:35])[CH:23]=[CH:22]3)[CH2:14][CH2:15][CH2:16][CH2:17][CH2:18]1, predict the reactants needed to synthesize it. The reactants are: C[O:2][C:3]([C:5]1[S:12][C:11]2[C:10]([CH:13]3[CH2:18][CH2:17][CH2:16][CH2:15][CH2:14]3)=[C:9]([C:19]3[CH:20]=[C:21]4[C:26](=[CH:27][CH:28]=3)[N:25]=[C:24]([C:29]3[S:33][C:32]([CH3:34])=[N:31][C:30]=3[CH3:35])[CH:23]=[CH:22]4)[NH:8][C:7]=2[CH:6]=1)=[O:4].[H-].[Na+].Cl[CH2:39][C:40]([N:42]1[CH2:47][CH2:46][O:45][CH2:44][CH2:43]1)=[O:41].[Li+].[OH-].Cl. (2) Given the product [Br:1][C:2]1[C:3]([F:12])=[CH:4][C:5]2[O:9][C:8](=[O:10])[N:7]([CH3:13])[C:6]=2[CH:11]=1, predict the reactants needed to synthesize it. The reactants are: [Br:1][C:2]1[C:3]([F:12])=[CH:4][C:5]2[O:9][C:8](=[O:10])[NH:7][C:6]=2[CH:11]=1.[CH3:13]S(C)=O.CI.C(=O)([O-])[O-].[K+].[K+]. (3) Given the product [CH2:1]([O:3][CH2:4][O:5][C:6]1[C:13]([CH3:14])=[CH:12][CH:11]=[CH:10][C:7]=1[CH2:8][Br:41])[CH3:2], predict the reactants needed to synthesize it. The reactants are: [CH2:1]([O:3][CH2:4][O:5][C:6]1[C:13]([CH3:14])=[CH:12][CH:11]=[CH:10][C:7]=1[CH2:8]O)[CH3:2].C1(P(C2C=CC=CC=2)C2C=CC=CC=2)C=CC=CC=1.C1C(=O)N([Br:41])C(=O)C1. (4) Given the product [CH2:11]([O:18][CH2:19][C@@H:20]([NH:21][C:8]1[CH:7]=[CH:6][C:3]([C:4]#[N:5])=[C:2]([Br:1])[CH:9]=1)[C:22]([NH2:24])=[O:23])[C:12]1[CH:17]=[CH:16][CH:15]=[CH:14][CH:13]=1, predict the reactants needed to synthesize it. The reactants are: [Br:1][C:2]1[CH:9]=[C:8](F)[CH:7]=[CH:6][C:3]=1[C:4]#[N:5].[CH2:11]([O:18][CH2:19][C@H:20]([C:22]([NH2:24])=[O:23])[NH2:21])[C:12]1[CH:17]=[CH:16][CH:15]=[CH:14][CH:13]=1.CCN(C(C)C)C(C)C.O. (5) Given the product [ClH:1].[CH3:15][O:16][C:17]1[CH:22]=[CH:21][C:20]([CH:23]2[CH2:28][CH2:27][CH2:26][NH:25][CH2:24]2)=[C:19]([C:29]([F:32])([F:30])[F:31])[CH:18]=1, predict the reactants needed to synthesize it. The reactants are: [ClH:1].FC1C=CC=CC=1C1CCCNC1.[CH3:15][O:16][C:17]1[CH:22]=[CH:21][C:20]([C:23]2[CH:24]=[N:25][CH:26]=[CH:27][CH:28]=2)=[C:19]([C:29]([F:32])([F:31])[F:30])[CH:18]=1.